Dataset: Forward reaction prediction with 1.9M reactions from USPTO patents (1976-2016). Task: Predict the product of the given reaction. (1) The product is: [CH2:8]([C:4]1[CH:3]=[C:2]([CH:7]=[CH:6][CH:5]=1)[C:11]([OH:13])=[O:12])[CH3:9]. Given the reactants Br[C:2]1[CH:7]=[CH:6][CH:5]=[C:4]([CH2:8][CH3:9])[CH:3]=1.[Mg].[C:11](=[O:13])=[O:12].Cl, predict the reaction product. (2) Given the reactants [OH-].[Na+].C[O:4][C:5]([CH:7]1[CH2:12][CH2:11][N:10]([CH2:13][C:14]2[CH:15]=[CH:16][N:17]3[C:22]=2[C:21]([NH:23][C:24]2[CH:25]=[C:26]4[C:30](=[CH:31][CH:32]=2)[N:29]([CH2:33][C:34]2[CH:39]=[CH:38][CH:37]=[C:36]([F:40])[CH:35]=2)[N:28]=[CH:27]4)=[N:20][CH:19]=[N:18]3)[CH2:9][CH2:8]1)=[O:6].Cl, predict the reaction product. The product is: [F:40][C:36]1[CH:35]=[C:34]([CH:39]=[CH:38][CH:37]=1)[CH2:33][N:29]1[C:30]2[C:26](=[CH:25][C:24]([NH:23][C:21]3[C:22]4=[C:14]([CH2:13][N:10]5[CH2:9][CH2:8][CH:7]([C:5]([OH:6])=[O:4])[CH2:12][CH2:11]5)[CH:15]=[CH:16][N:17]4[N:18]=[CH:19][N:20]=3)=[CH:32][CH:31]=2)[CH:27]=[N:28]1. (3) Given the reactants [Cl:1][C:2]1[CH:7]=[C:6]([Cl:8])[CH:5]=[CH:4][C:3]=1[S:9]([NH:12][C:13]1[CH:18]=[CH:17][C:16]([CH2:19][OH:20])=[CH:15][CH:14]=1)(=[O:11])=[O:10], predict the reaction product. The product is: [Cl:1][C:2]1[CH:7]=[C:6]([Cl:8])[CH:5]=[CH:4][C:3]=1[S:9]([NH:12][C:13]1[CH:18]=[CH:17][C:16]([CH:19]=[O:20])=[CH:15][CH:14]=1)(=[O:10])=[O:11]. (4) Given the reactants [F:1][C:2]([F:11])([F:10])[C:3]1[CH:4]=[C:5]([SH:9])[CH:6]=[CH:7][CH:8]=1.[OH:12][C@@H:13]1[C@@H:17]([OH:18])[CH2:16][O:15][C:14]1=[O:19].C(=O)([O-])[O-].[K+].[K+].CCOC(C)=O, predict the reaction product. The product is: [OH:12][C@H:13]([C@@H:17]([OH:18])[CH2:16][S:9][C:5]1[CH:6]=[CH:7][CH:8]=[C:3]([C:2]([F:1])([F:10])[F:11])[CH:4]=1)[C:14]([OH:19])=[O:15]. (5) Given the reactants [Cl:1][C:2]1[C:11]([CH3:12])=[C:10]2[C:5]([C:6]([CH3:15])([CH3:14])[CH2:7][C:8](=[O:13])[NH:9]2)=[CH:4][C:3]=1[C:16](=O)[CH2:17][Cl:18].C([SiH](CC)CC)C, predict the reaction product. The product is: [Cl:1][C:2]1[C:11]([CH3:12])=[C:10]2[C:5]([C:6]([CH3:15])([CH3:14])[CH2:7][C:8](=[O:13])[NH:9]2)=[CH:4][C:3]=1[CH2:16][CH2:17][Cl:18]. (6) Given the reactants C([O:5][C:6](=[O:49])[C:7]([NH:23][C:24]([NH:26][C@@H:27]1[CH2:42][C:41]2=[CH:43][CH:44]=[C:38]([CH:39]=[CH:40]2)[O:37][CH2:36][CH2:35][CH2:34][CH2:33][O:32][CH2:31][C@H:30]([CH:45]([CH3:47])[CH3:46])[NH:29][C:28]1=[O:48])=[O:25])([CH3:22])[CH2:8][C@@H:9]1[CH2:13][CH2:12][C@@H:11]([NH:14]C(OC(C)(C)C)=O)[CH2:10]1)(C)(C)C, predict the reaction product. The product is: [NH2:14][C@@H:11]1[CH2:12][CH2:13][C@@H:9]([CH2:8][C:7]([NH:23][C:24]([NH:26][C@@H:27]2[CH2:42][C:41]3=[CH:43][CH:44]=[C:38]([CH:39]=[CH:40]3)[O:37][CH2:36][CH2:35][CH2:34][CH2:33][O:32][CH2:31][C@H:30]([CH:45]([CH3:46])[CH3:47])[NH:29][C:28]2=[O:48])=[O:25])([CH3:22])[C:6]([OH:49])=[O:5])[CH2:10]1.